This data is from NCI-60 drug combinations with 297,098 pairs across 59 cell lines. The task is: Regression. Given two drug SMILES strings and cell line genomic features, predict the synergy score measuring deviation from expected non-interaction effect. (1) Drug 1: C1=CC(=C2C(=C1NCCNCCO)C(=O)C3=C(C=CC(=C3C2=O)O)O)NCCNCCO. Drug 2: C1=C(C(=O)NC(=O)N1)F. Cell line: LOX IMVI. Synergy scores: CSS=51.5, Synergy_ZIP=-2.43, Synergy_Bliss=-3.05, Synergy_Loewe=4.19, Synergy_HSA=6.72. (2) Drug 1: C1=C(C(=O)NC(=O)N1)N(CCCl)CCCl. Drug 2: C1=CN(C(=O)N=C1N)C2C(C(C(O2)CO)O)O.Cl. Cell line: ACHN. Synergy scores: CSS=82.5, Synergy_ZIP=2.30, Synergy_Bliss=1.68, Synergy_Loewe=2.87, Synergy_HSA=6.45. (3) Drug 1: CC12CCC3C(C1CCC2=O)CC(=C)C4=CC(=O)C=CC34C. Drug 2: CC1=C(C=C(C=C1)C(=O)NC2=CC(=CC(=C2)C(F)(F)F)N3C=C(N=C3)C)NC4=NC=CC(=N4)C5=CN=CC=C5. Cell line: NCI/ADR-RES. Synergy scores: CSS=49.1, Synergy_ZIP=2.38, Synergy_Bliss=2.07, Synergy_Loewe=1.82, Synergy_HSA=1.31. (4) Drug 1: CN1C(=O)N2C=NC(=C2N=N1)C(=O)N. Drug 2: C1=NC2=C(N1)C(=S)N=CN2. Cell line: KM12. Synergy scores: CSS=37.3, Synergy_ZIP=-10.1, Synergy_Bliss=0.903, Synergy_Loewe=-33.6, Synergy_HSA=1.64. (5) Drug 1: CN1C2=C(C=C(C=C2)N(CCCl)CCCl)N=C1CCCC(=O)O.Cl. Drug 2: CS(=O)(=O)OCCCCOS(=O)(=O)C. Cell line: U251. Synergy scores: CSS=-9.80, Synergy_ZIP=2.41, Synergy_Bliss=-21.0, Synergy_Loewe=-6.99, Synergy_HSA=-37.3. (6) Drug 2: CCN(CC)CCNC(=O)C1=C(NC(=C1C)C=C2C3=C(C=CC(=C3)F)NC2=O)C. Cell line: NCIH23. Synergy scores: CSS=53.7, Synergy_ZIP=1.78, Synergy_Bliss=1.25, Synergy_Loewe=-1.19, Synergy_HSA=-1.49. Drug 1: CC12CCC3C(C1CCC2=O)CC(=C)C4=CC(=O)C=CC34C. (7) Drug 2: C1CC(CNC1)C2=CC=C(C=C2)N3C=C4C=CC=C(C4=N3)C(=O)N. Cell line: HCT116. Synergy scores: CSS=57.4, Synergy_ZIP=-3.71, Synergy_Bliss=-5.46, Synergy_Loewe=-8.45, Synergy_HSA=-1.01. Drug 1: CC1C(C(CC(O1)OC2CC(CC3=C2C(=C4C(=C3O)C(=O)C5=C(C4=O)C(=CC=C5)OC)O)(C(=O)CO)O)N)O. (8) Drug 1: CC1=C2C(C(=O)C3(C(CC4C(C3C(C(C2(C)C)(CC1OC(=O)C(C(C5=CC=CC=C5)NC(=O)OC(C)(C)C)O)O)OC(=O)C6=CC=CC=C6)(CO4)OC(=O)C)O)C)O. Drug 2: CCN(CC)CCCC(C)NC1=C2C=C(C=CC2=NC3=C1C=CC(=C3)Cl)OC. Cell line: LOX IMVI. Synergy scores: CSS=19.0, Synergy_ZIP=-7.26, Synergy_Bliss=-2.72, Synergy_Loewe=-5.82, Synergy_HSA=-3.77. (9) Drug 1: CC(CN1CC(=O)NC(=O)C1)N2CC(=O)NC(=O)C2. Drug 2: C1C(C(OC1N2C=NC3=C(N=C(N=C32)Cl)N)CO)O. Cell line: NCI/ADR-RES. Synergy scores: CSS=34.0, Synergy_ZIP=-6.04, Synergy_Bliss=0.387, Synergy_Loewe=-55.3, Synergy_HSA=1.14.